This data is from Full USPTO retrosynthesis dataset with 1.9M reactions from patents (1976-2016). The task is: Predict the reactants needed to synthesize the given product. (1) Given the product [CH3:36][C:29]1[CH:28]=[CH:35][CH:34]=[CH:33][C:30]=1[CH2:31][NH:32][C:24]1[CH:23]=[CH:22][C:18]2[N:19]=[CH:20][N:21]=[C:16]([NH2:8])[C:17]=2[N:25]=1, predict the reactants needed to synthesize it. The reactants are: C(OC([N:8]([C:16]1[C:17]2[N:25]=[C:24](Cl)[CH:23]=[CH:22][C:18]=2[N:19]=[CH:20][N:21]=1)C(=O)OC(C)(C)C)=O)(C)(C)C.C[C:28]1[CH:29]=[C:30]([CH:33]=[CH:34][CH:35]=1)[CH2:31][NH2:32].[CH3:36]CN(C(C)C)C(C)C. (2) Given the product [CH3:1][S:2]([C:5]1[CH:12]=[CH:11][C:8]([CH2:9][NH:13][C:14]2[CH:19]=[CH:18][CH:17]=[CH:16][C:15]=2/[CH:20]=[CH:21]/[C:22]([O:24][CH3:25])=[O:23])=[CH:7][CH:6]=1)(=[O:4])=[O:3], predict the reactants needed to synthesize it. The reactants are: [CH3:1][S:2]([C:5]1[CH:12]=[CH:11][C:8]([CH:9]=O)=[CH:7][CH:6]=1)(=[O:4])=[O:3].[NH2:13][C:14]1[CH:19]=[CH:18][CH:17]=[CH:16][C:15]=1/[CH:20]=[CH:21]/[C:22]([O:24][CH3:25])=[O:23].[BH-](OC(C)=O)(OC(C)=O)OC(C)=O.[Na+]. (3) Given the product [I:25][C:26]1[N:27]=[CH:28][N:29]([C:5]2[N:10]=[C:9]([C:11]([F:14])([F:13])[F:12])[CH:8]=[C:7]([C:15]3[CH:20]=[CH:19][CH:18]=[C:17]([C:21]([F:24])([F:23])[F:22])[CH:16]=3)[N:6]=2)[CH:30]=1, predict the reactants needed to synthesize it. The reactants are: CS([C:5]1[N:10]=[C:9]([C:11]([F:14])([F:13])[F:12])[CH:8]=[C:7]([C:15]2[CH:20]=[CH:19][CH:18]=[C:17]([C:21]([F:24])([F:23])[F:22])[CH:16]=2)[N:6]=1)(=O)=O.[I:25][C:26]1[N:27]=[CH:28][NH:29][CH:30]=1. (4) Given the product [CH2:1]([N:3]1[C:8]2[N:9]=[C:10]([NH:37][CH2:36][CH2:35][CH:32]3[CH2:31][CH2:30][N:29]([CH2:27][CH3:28])[CH2:34][CH2:33]3)[N:11]=[CH:12][C:7]=2[CH:6]=[C:5]([C:16]2[CH:17]=[CH:18][C:19]([S:22]([CH3:25])(=[O:24])=[O:23])=[CH:20][CH:21]=2)[C:4]1=[O:26])[CH3:2], predict the reactants needed to synthesize it. The reactants are: [CH2:1]([N:3]1[C:8]2[N:9]=[C:10](S(C)=O)[N:11]=[CH:12][C:7]=2[CH:6]=[C:5]([C:16]2[CH:21]=[CH:20][C:19]([S:22]([CH3:25])(=[O:24])=[O:23])=[CH:18][CH:17]=2)[C:4]1=[O:26])[CH3:2].[CH2:27]([N:29]1[CH2:34][CH2:33][CH:32]([CH2:35][CH2:36][NH2:37])[CH2:31][CH2:30]1)[CH3:28].CCN(C(C)C)C(C)C. (5) The reactants are: [CH3:1][O:2][C:3]1[CH:4]=[C:5]2[C:10](=[CH:11][C:12]=1[O:13][CH3:14])[N:9]=[CH:8][CH:7]=[C:6]2[O:15][C:16]1[C:22]([CH3:23])=[CH:21][C:19]([NH2:20])=[C:18]([CH3:24])[CH:17]=1.C(N(CC)CC)C.ClC(Cl)(O[C:36](=[O:42])OC(Cl)(Cl)Cl)Cl.[CH3:44][N:45]([CH3:49])[CH2:46][CH2:47][NH2:48]. Given the product [CH3:1][O:2][C:3]1[CH:4]=[C:5]2[C:10](=[CH:11][C:12]=1[O:13][CH3:14])[N:9]=[CH:8][CH:7]=[C:6]2[O:15][C:16]1[C:22]([CH3:23])=[CH:21][C:19]([NH:20][C:36]([NH:48][CH2:47][CH2:46][N:45]([CH3:49])[CH3:44])=[O:42])=[C:18]([CH3:24])[CH:17]=1, predict the reactants needed to synthesize it. (6) Given the product [OH:16][C:15]1[CH:17]=[CH:18][C:10]([CH:9]=[C:7]2[S:1][C:2](=[S:3])[NH:4][C:5]2=[O:6])=[CH:11][C:12]=1[O:13][CH3:14], predict the reactants needed to synthesize it. The reactants are: [S:1]1[CH2:7][C:5](=[O:6])[NH:4][C:2]1=[S:3].O=[CH:9][C:10]1[CH:18]=[CH:17][C:15]([OH:16])=[C:12]([O:13][CH3:14])[CH:11]=1.CC([O-])=O.[Na+].C(O)(=O)C. (7) Given the product [CH:15]([C:13]1[N:14]=[C:10]([CH2:9][OH:8])[N:11]([CH2:27][C:36]2[CH:35]=[CH:15][CH:13]=[CH:12][N:11]=2)[C:12]=1[S:18][C:19]1[CH:24]=[CH:23][CH:22]=[C:21]([O:25][CH3:26])[CH:20]=1)([CH3:17])[CH3:16], predict the reactants needed to synthesize it. The reactants are: C([O:8][CH2:9][C:10]1[N:11]([CH2:27]C2C=CN=CC=2)[C:12]([S:18][C:19]2[CH:24]=[CH:23][CH:22]=[C:21]([O:25][CH3:26])[CH:20]=2)=[C:13]([CH:15]([CH3:17])[CH3:16])[N:14]=1)C1C=CC=CC=1.Cl.[CH3:35][CH2:36]O. (8) Given the product [Br:24][CH2:11][CH2:10][CH2:9][CH2:8][O:7][C:6]1[CH:20]=[CH:21][C:22]([CH3:23])=[C:4]([CH3:3])[CH:5]=1, predict the reactants needed to synthesize it. The reactants are: Cl.Cl.[CH3:3][C:4]1[CH:5]=[C:6]([CH:20]=[CH:21][C:22]=1[CH3:23])[O:7][CH2:8][CH2:9][CH2:10][CH2:11]N1CCC(NC)CC1.[Br:24]CCCCBr.CC1C=C(O)C=CC=1C.